Regression. Given two drug SMILES strings and cell line genomic features, predict the synergy score measuring deviation from expected non-interaction effect. From a dataset of NCI-60 drug combinations with 297,098 pairs across 59 cell lines. Drug 1: CC=C1C(=O)NC(C(=O)OC2CC(=O)NC(C(=O)NC(CSSCCC=C2)C(=O)N1)C(C)C)C(C)C. Drug 2: CCC1=C2CN3C(=CC4=C(C3=O)COC(=O)C4(CC)O)C2=NC5=C1C=C(C=C5)O. Cell line: NCI-H522. Synergy scores: CSS=49.4, Synergy_ZIP=-2.48, Synergy_Bliss=-3.33, Synergy_Loewe=-5.27, Synergy_HSA=0.882.